From a dataset of NCI-60 drug combinations with 297,098 pairs across 59 cell lines. Regression. Given two drug SMILES strings and cell line genomic features, predict the synergy score measuring deviation from expected non-interaction effect. (1) Drug 2: C1CNP(=O)(OC1)N(CCCl)CCCl. Synergy scores: CSS=5.88, Synergy_ZIP=-0.490, Synergy_Bliss=2.36, Synergy_Loewe=4.70, Synergy_HSA=1.95. Drug 1: C1=CN(C=N1)CC(O)(P(=O)(O)O)P(=O)(O)O. Cell line: TK-10. (2) Drug 1: CC1=C(C(=CC=C1)Cl)NC(=O)C2=CN=C(S2)NC3=CC(=NC(=N3)C)N4CCN(CC4)CCO. Drug 2: C1CN(CCN1C(=O)CCBr)C(=O)CCBr. Cell line: RXF 393. Synergy scores: CSS=18.9, Synergy_ZIP=-4.88, Synergy_Bliss=-0.774, Synergy_Loewe=-11.1, Synergy_HSA=0.0899. (3) Drug 1: CCC1(CC2CC(C3=C(CCN(C2)C1)C4=CC=CC=C4N3)(C5=C(C=C6C(=C5)C78CCN9C7C(C=CC9)(C(C(C8N6C)(C(=O)OC)O)OC(=O)C)CC)OC)C(=O)OC)O.OS(=O)(=O)O. Drug 2: C1=NNC2=C1C(=O)NC=N2. Cell line: LOX IMVI. Synergy scores: CSS=8.49, Synergy_ZIP=1.91, Synergy_Bliss=3.99, Synergy_Loewe=6.18, Synergy_HSA=3.19. (4) Drug 1: C1CCC(C(C1)N)N.C(=O)(C(=O)[O-])[O-].[Pt+4]. Drug 2: C(CCl)NC(=O)N(CCCl)N=O. Cell line: MDA-MB-231. Synergy scores: CSS=19.7, Synergy_ZIP=-8.73, Synergy_Bliss=-0.0392, Synergy_Loewe=-0.442, Synergy_HSA=0.925. (5) Drug 1: CN(C)N=NC1=C(NC=N1)C(=O)N. Drug 2: C(=O)(N)NO. Cell line: CCRF-CEM. Synergy scores: CSS=32.2, Synergy_ZIP=-14.6, Synergy_Bliss=-11.6, Synergy_Loewe=-6.86, Synergy_HSA=-3.31. (6) Drug 1: CC(CN1CC(=O)NC(=O)C1)N2CC(=O)NC(=O)C2. Drug 2: CC12CCC3C(C1CCC2O)C(CC4=C3C=CC(=C4)O)CCCCCCCCCS(=O)CCCC(C(F)(F)F)(F)F. Cell line: COLO 205. Synergy scores: CSS=57.4, Synergy_ZIP=1.95, Synergy_Bliss=3.86, Synergy_Loewe=2.14, Synergy_HSA=2.67. (7) Drug 1: C1CCC(CC1)NC(=O)N(CCCl)N=O. Drug 2: C1=NC2=C(N=C(N=C2N1C3C(C(C(O3)CO)O)O)F)N. Cell line: SF-268. Synergy scores: CSS=11.6, Synergy_ZIP=-5.73, Synergy_Bliss=-3.79, Synergy_Loewe=-10.8, Synergy_HSA=-4.57.